The task is: Predict the reaction yield, written as a fraction of the theoretical maximum amount of product (1.0 means a 100% yield; for example, 0.34 means a 34% yield).. This data is from Reaction yield outcomes from USPTO patents with 853,638 reactions. (1) The reactants are P([O-])([O-])([O-])=O.[K+].[K+].[K+].Br[CH:10]([CH2:16][CH3:17])[C:11](OCC)=[O:12].[CH:18]1([C:21]([C:23]2[CH:28]=[CH:27][C:26]([OH:29])=[CH:25][CH:24]=2)=[O:22])[CH2:20][CH2:19]1.[OH-].[Na+].[Cl-].[NH4+].C(N1C=CN=C1)([N:36]1C=CN=C1)=O.N. The catalyst is O.O1CCCC1.CC(C)=O. The product is [CH:18]1([C:21]([C:23]2[CH:24]=[CH:25][C:26]([O:29][CH:10]([CH2:16][CH3:17])[C:11]([NH2:36])=[O:12])=[CH:27][CH:28]=2)=[O:22])[CH2:19][CH2:20]1. The yield is 0.870. (2) The reactants are Cl.[NH2:2][C@@H:3]1[CH2:7][C@H:6]([CH2:8][OH:9])[C@@H:5]([OH:10])[C@H:4]1[OH:11].[Cl:12][C:13]1[CH:18]=[C:17](Cl)[N:16]=[CH:15][N:14]=1.CCN(CC)CC. The catalyst is CCO. The product is [Cl:12][C:13]1[N:14]=[CH:15][N:16]=[C:17]([NH:2][C@@H:3]2[CH2:7][C@H:6]([CH2:8][OH:9])[C@@H:5]([OH:10])[C@H:4]2[OH:11])[CH:18]=1. The yield is 0.900. (3) The reactants are [CH2:1]([O:3][C:4]([C:6]1[CH:7]=[C:8]2[C:13](=[CH:14][CH:15]=1)[NH:12][CH:11]([C:16]1[CH:21]=[CH:20][C:19]([F:22])=[C:18](Br)[CH:17]=1)[C:10]([CH3:25])([CH3:24])[CH2:9]2)=[O:5])[CH3:2].[NH:26]1[CH2:31][CH2:30][O:29][CH2:28][CH2:27]1.N1CCC[C@H]1C(O)=O.C(=O)([O-])[O-].[K+].[K+]. The catalyst is CS(C)=O.[Cu]I.C(OCC)(=O)C. The product is [CH2:1]([O:3][C:4]([C:6]1[CH:7]=[C:8]2[C:13](=[CH:14][CH:15]=1)[NH:12][CH:11]([C:16]1[CH:17]=[C:18]([N:26]3[CH2:31][CH2:30][O:29][CH2:28][CH2:27]3)[C:19]([F:22])=[CH:20][CH:21]=1)[C:10]([CH3:25])([CH3:24])[CH2:9]2)=[O:5])[CH3:2]. The yield is 0.170. (4) The reactants are C(=O)([O-])[O-].[Cs+].[Cs+].Br[CH2:8][CH2:9][O:10][C:11]1[CH:16]=[CH:15][CH:14]=[CH:13][CH:12]=1.[NH:17]1[CH:21]=[C:20](/[CH:22]=[CH:23]/[C:24]([O:26][CH2:27][CH3:28])=[O:25])[CH:19]=[N:18]1. The catalyst is C(#N)C. The product is [O:10]([CH2:9][CH2:8][N:17]1[CH:21]=[C:20](/[CH:22]=[CH:23]/[C:24]([O:26][CH2:27][CH3:28])=[O:25])[CH:19]=[N:18]1)[C:11]1[CH:16]=[CH:15][CH:14]=[CH:13][CH:12]=1. The yield is 0.710. (5) The reactants are [C:1]([C:5]1[NH:6][C:7]2[C:12]([CH:13]=1)=[CH:11][C:10]([N+:14]([O-:16])=[O:15])=[CH:9][C:8]=2[C:17](OC)=[O:18])([CH3:4])([CH3:3])[CH3:2].ClCCl.CC(C[AlH]CC(C)C)C. The catalyst is O. The product is [C:1]([C:5]1[NH:6][C:7]2[C:12]([CH:13]=1)=[CH:11][C:10]([N+:14]([O-:16])=[O:15])=[CH:9][C:8]=2[CH2:17][OH:18])([CH3:4])([CH3:2])[CH3:3]. The yield is 0.730. (6) The reactants are C(NC(C)C)(C)C.C([Li])CCC.[Cl:13][C:14]1[CH:15]=[C:16]([CH2:20][C:21]([OH:23])=[O:22])[CH:17]=[CH:18][CH:19]=1.[CH:24]1(Br)[CH2:28][CH2:27][CH2:26][CH2:25]1. The yield is 0.790. The catalyst is O1CCCC1. The product is [Cl:13][C:14]1[CH:15]=[C:16]([CH:20]([CH:24]2[CH2:28][CH2:27][CH2:26][CH2:25]2)[C:21]([OH:23])=[O:22])[CH:17]=[CH:18][CH:19]=1. (7) The reactants are [CH3:1][O:2][C:3]1[CH:11]=[CH:10][CH:9]=[CH:8][C:4]=1[C:5]([NH2:7])=[NH:6].O(C)[Na].C([O:17][C:18]([CH:20]1[CH2:25][CH2:24][CH2:23][CH2:22][C:21]1=O)=O)C. The catalyst is CO.O1CCOCC1.CO. The product is [CH3:1][O:2][C:3]1[CH:11]=[CH:10][CH:9]=[CH:8][C:4]=1[C:5]1[NH:7][C:21]2[CH2:22][CH2:23][CH2:24][CH2:25][C:20]=2[C:18](=[O:17])[N:6]=1. The yield is 0.860. (8) The reactants are [NH2:1][CH2:2][CH:3]([C:6]1[CH:11]=[CH:10][C:9]([NH:12][C:13]([C:15]2[N:16]([CH2:22][O:23][CH2:24][CH2:25][Si:26]([CH3:29])([CH3:28])[CH3:27])[CH:17]=[C:18]([C:20]#[N:21])[N:19]=2)=[O:14])=[C:8]([C:30]2[CH2:35][CH2:34][CH2:33][CH2:32][CH:31]=2)[CH:7]=1)[CH2:4][NH2:5].CS[C:38](SC)=[N:39][S:40]([CH3:43])(=[O:42])=[O:41]. The catalyst is ClCCCl. The product is [C:30]1([C:8]2[CH:7]=[C:6]([CH:3]3[CH2:2][NH:1][C:38](=[N:39][S:40]([CH3:43])(=[O:42])=[O:41])[NH:5][CH2:4]3)[CH:11]=[CH:10][C:9]=2[NH:12][C:13]([C:15]2[N:16]([CH2:22][O:23][CH2:24][CH2:25][Si:26]([CH3:29])([CH3:27])[CH3:28])[CH:17]=[C:18]([C:20]#[N:21])[N:19]=2)=[O:14])[CH2:35][CH2:34][CH2:33][CH2:32][CH:31]=1. The yield is 0.390.